This data is from Reaction yield outcomes from USPTO patents with 853,638 reactions. The task is: Predict the reaction yield, written as a fraction of the theoretical maximum amount of product (1.0 means a 100% yield; for example, 0.34 means a 34% yield). (1) The reactants are Br[C:2]1[CH:3]=[C:4]([N:22]([CH:25]2[CH2:29][CH2:28][CH2:27][CH2:26]2)[CH2:23][CH3:24])[C:5]([CH3:21])=[C:6]([CH:20]=1)[C:7]([NH:9][CH2:10][C:11]1[C:12](=[O:19])[NH:13][C:14]([CH3:18])=[CH:15][C:16]=1[CH3:17])=[O:8].[O:30]1[CH2:35][CH2:34][N:33]([CH2:36][C:37]2[CH:42]=[CH:41][C:40](B(O)O)=[CH:39][CH:38]=2)[CH2:32][CH2:31]1.C([O-])([O-])=O.[Na+].[Na+]. The catalyst is O1CCOCC1.O.C1C=CC([P]([Pd]([P](C2C=CC=CC=2)(C2C=CC=CC=2)C2C=CC=CC=2)([P](C2C=CC=CC=2)(C2C=CC=CC=2)C2C=CC=CC=2)[P](C2C=CC=CC=2)(C2C=CC=CC=2)C2C=CC=CC=2)(C2C=CC=CC=2)C2C=CC=CC=2)=CC=1. The product is [CH:25]1([N:22]([CH2:23][CH3:24])[C:4]2[C:5]([CH3:21])=[C:6]([C:7]([NH:9][CH2:10][C:11]3[C:12](=[O:19])[NH:13][C:14]([CH3:18])=[CH:15][C:16]=3[CH3:17])=[O:8])[CH:20]=[C:2]([C:40]3[CH:39]=[CH:38][C:37]([CH2:36][N:33]4[CH2:34][CH2:35][O:30][CH2:31][CH2:32]4)=[CH:42][CH:41]=3)[CH:3]=2)[CH2:29][CH2:28][CH2:27][CH2:26]1. The yield is 0.410. (2) The reactants are F[C:2]1[CH:7]=[CH:6][CH:5]=[CH:4][C:3]=1[CH2:8][C:9](=[O:15])[C:10]([O:12][CH2:13][CH3:14])=[O:11].[Br:16]C1C=C(C=CC=1)CBr.[Mg].C(OCC)(=O)C(OCC)=O. No catalyst specified. The product is [Br:16][C:2]1[CH:7]=[CH:6][CH:5]=[CH:4][C:3]=1[CH2:8][C:9](=[O:15])[C:10]([O:12][CH2:13][CH3:14])=[O:11]. The yield is 0.800. (3) The reactants are [Cl:1][C:2]1[CH:3]=[CH:4][C:5]2[N:9]=[C:8]([NH:10][CH2:11][C:12]3[CH:17]=[CH:16][C:15]([Cl:18])=[CH:14][CH:13]=3)[N:7]([C:19]3[CH:24]=[CH:23][C:22]([O:25][CH2:26][CH3:27])=[CH:21][CH:20]=3)[C:6]=2[CH:28]=1.C(OCC)(=O)C.Cl. The catalyst is C(OCC)(=O)C. The product is [ClH:1].[Cl:18][C:15]1[CH:14]=[CH:13][C:12]([CH2:11][NH:10][C:8]2[N:7]([C:19]3[CH:20]=[CH:21][C:22]([O:25][CH2:26][CH3:27])=[CH:23][CH:24]=3)[C:6]3[CH:28]=[C:2]([Cl:1])[CH:3]=[CH:4][C:5]=3[N:9]=2)=[CH:17][CH:16]=1. The yield is 0.980. (4) The reactants are [F:1][C:2]([F:19])([F:18])[S:3]([O:6][C:7]1[CH:16]=[CH:15][C:14]2[CH2:13][CH2:12][CH:11]([OH:17])[CH2:10][C:9]=2[CH:8]=1)(=[O:5])=[O:4].N1C=CN=C1.[Si:25](Cl)([C:28]([CH3:31])([CH3:30])[CH3:29])([CH3:27])[CH3:26]. The catalyst is C(Cl)Cl. The product is [F:19][C:2]([F:18])([F:1])[S:3]([O:6][C:7]1[CH:16]=[CH:15][C:14]2[CH2:13][CH2:12][CH:11]([O:17][Si:25]([C:28]([CH3:31])([CH3:30])[CH3:29])([CH3:27])[CH3:26])[CH2:10][C:9]=2[CH:8]=1)(=[O:4])=[O:5]. The yield is 0.780. (5) The reactants are O=[C:2]1[C:11]2[C:6](=[C:7]([C:12]([O:14][CH3:15])=[O:13])[CH:8]=[CH:9][CH:10]=2)[N:5]=[CH:4][NH:3]1.O=P(Cl)(Cl)Cl.CCN(C(C)C)C(C)C.[F:30][C:31]([F:41])([F:40])[C:32]1[CH:33]=[C:34]([CH:37]=[CH:38][CH:39]=1)[CH2:35][NH2:36]. The catalyst is ClCCCl. The product is [F:30][C:31]([F:40])([F:41])[C:32]1[CH:33]=[C:34]([CH:37]=[CH:38][CH:39]=1)[CH2:35][NH:36][C:2]1[C:11]2[C:6](=[C:7]([C:12]([O:14][CH3:15])=[O:13])[CH:8]=[CH:9][CH:10]=2)[N:5]=[CH:4][N:3]=1. The yield is 0.660.